This data is from Reaction yield outcomes from USPTO patents with 853,638 reactions. The task is: Predict the reaction yield, written as a fraction of the theoretical maximum amount of product (1.0 means a 100% yield; for example, 0.34 means a 34% yield). (1) The reactants are [OH-].[K+].[CH3:3][O:4][C:5]1[CH:6]=[C:7]([CH2:13][O:14][C:15]2[CH:16]=[C:17]([NH2:20])[NH:18][N:19]=2)[CH:8]=[C:9]([O:11][CH3:12])[CH:10]=1.C(=O)(OC(C)(C)C)[O:22][C:23]([O:25][C:26]([CH3:29])([CH3:28])[CH3:27])=O. The catalyst is O.ClCCl. The product is [NH2:20][C:17]1[N:18]([C:23]([O:25][C:26]([CH3:29])([CH3:28])[CH3:27])=[O:22])[N:19]=[C:15]([O:14][CH2:13][C:7]2[CH:6]=[C:5]([O:4][CH3:3])[CH:10]=[C:9]([O:11][CH3:12])[CH:8]=2)[CH:16]=1. The yield is 0.990. (2) The reactants are FC(F)(F)C(O)=O.[Cl:8][C:9]1[CH:10]=[C:11]([CH:15]2[C:19]([C:22]3[CH:27]=[CH:26][C:25]([Cl:28])=[CH:24][CH:23]=3)([C:20]#[N:21])[CH:18]([CH2:29][CH:30]([CH3:32])[CH3:31])[NH:17][CH:16]2[C:33]([OH:35])=O)[CH:12]=[CH:13][CH:14]=1.[NH2:36][CH2:37][CH2:38][CH2:39][OH:40].CN(C(ON1N=NC2C=CC=NC1=2)=[N+](C)C)C.F[P-](F)(F)(F)(F)F.CCN(C(C)C)C(C)C. The catalyst is C(Cl)Cl. The product is [OH:40][CH2:39][CH2:38][CH2:37][NH:36][C:33]([CH:16]1[CH:15]([C:11]2[CH:12]=[CH:13][CH:14]=[C:9]([Cl:8])[CH:10]=2)[C:19]([C:22]2[CH:23]=[CH:24][C:25]([Cl:28])=[CH:26][CH:27]=2)([C:20]#[N:21])[CH:18]([CH2:29][CH:30]([CH3:31])[CH3:32])[NH:17]1)=[O:35]. The yield is 0.400. (3) The reactants are [Br:1][C:2]1[CH:3]=[C:4]([OH:9])[CH:5]=[C:6]([Br:8])[CH:7]=1.Cl[CH:11]([F:13])[F:12]. The catalyst is CC(O)C.[OH-].[K+].O. The product is [Br:1][C:2]1[CH:3]=[C:4]([O:9][CH:11]([F:13])[F:12])[CH:5]=[C:6]([Br:8])[CH:7]=1. The yield is 0.800. (4) The reactants are [Cl:1][C:2]1[CH:17]=[C:16]([CH:18]=O)[CH:15]=[CH:14][C:3]=1[O:4][C:5]1[CH:6]=[CH:7][C:8]([C:11]([NH2:13])=[O:12])=[N:9][CH:10]=1.[N:20]1[CH:25]=[CH:24][CH:23]=[C:22]([CH2:26][CH2:27][NH2:28])[CH:21]=1. No catalyst specified. The product is [Cl:1][C:2]1[CH:17]=[C:16]([CH2:18][NH:28][CH2:27][CH2:26][C:22]2[CH:21]=[N:20][CH:25]=[CH:24][CH:23]=2)[CH:15]=[CH:14][C:3]=1[O:4][C:5]1[CH:6]=[CH:7][C:8]([C:11]([NH2:13])=[O:12])=[N:9][CH:10]=1. The yield is 0.912.